Dataset: Peptide-MHC class I binding affinity with 185,985 pairs from IEDB/IMGT. Task: Regression. Given a peptide amino acid sequence and an MHC pseudo amino acid sequence, predict their binding affinity value. This is MHC class I binding data. (1) The peptide sequence is AYSPFAFKK. The MHC is HLA-B15:01 with pseudo-sequence HLA-B15:01. The binding affinity (normalized) is 0.0847. (2) The MHC is HLA-A30:01 with pseudo-sequence HLA-A30:01. The peptide sequence is TTADHMHML. The binding affinity (normalized) is 0.0847. (3) The peptide sequence is KTRNVIRNI. The MHC is HLA-A32:01 with pseudo-sequence HLA-A32:01. The binding affinity (normalized) is 0.467. (4) The peptide sequence is GEIGAIALDF. The MHC is HLA-B40:02 with pseudo-sequence HLA-B40:02. The binding affinity (normalized) is 0.837. (5) The peptide sequence is VVDALRNIY. The MHC is SLA-10401 with pseudo-sequence SLA-10401. The binding affinity (normalized) is 0.787. (6) The peptide sequence is YTYPIAHTA. The MHC is HLA-A02:11 with pseudo-sequence HLA-A02:11. The binding affinity (normalized) is 1.00. (7) The peptide sequence is AAKLNRPPL. The MHC is H-2-Db with pseudo-sequence H-2-Db. The binding affinity (normalized) is 0.401.